Dataset: Reaction yield outcomes from USPTO patents with 853,638 reactions. Task: Predict the reaction yield, written as a fraction of the theoretical maximum amount of product (1.0 means a 100% yield; for example, 0.34 means a 34% yield). The reactants are [N+:1]([C:4]1[CH:5]=[C:6]([C:11]([F:14])([F:13])[F:12])[C:7](O)=[N:8][CH:9]=1)([O-:3])=[O:2].O=S(Cl)[Cl:17].CN(C=O)C. No catalyst specified. The product is [Cl:17][C:7]1[C:6]([C:11]([F:14])([F:13])[F:12])=[CH:5][C:4]([N+:1]([O-:3])=[O:2])=[CH:9][N:8]=1. The yield is 0.735.